From a dataset of Forward reaction prediction with 1.9M reactions from USPTO patents (1976-2016). Predict the product of the given reaction. (1) The product is: [NH2:12][C:13]1[C:14]2[C:40]([CH3:46])([C:41]([NH:5][C:6]3[CH:11]=[CH:10][CH:9]=[CH:8][CH:7]=3)=[O:42])[C:39](=[O:47])[NH:38][C:15]=2[N:16]=[C:17]([C:19]2[C:27]3[C:22](=[CH:23][C:24]([Cl:28])=[CH:25][CH:26]=3)[N:21]([CH2:29][CH2:30][C:31]([F:36])([F:37])[C:32]([F:35])([F:33])[F:34])[N:20]=2)[N:18]=1. Given the reactants C[Al](C)C.[NH2:5][C:6]1[CH:11]=[CH:10][CH:9]=[CH:8][CH:7]=1.[NH2:12][C:13]1[C:14]2[C:40]([CH3:46])([C:41](OCC)=[O:42])[C:39](=[O:47])[NH:38][C:15]=2[N:16]=[C:17]([C:19]2[C:27]3[C:22](=[CH:23][C:24]([Cl:28])=[CH:25][CH:26]=3)[N:21]([CH2:29][CH2:30][C:31]([F:37])([F:36])[C:32]([F:35])([F:34])[F:33])[N:20]=2)[N:18]=1.C(C(C(C([O-])=O)O)O)([O-])=O.[K+].[Na+], predict the reaction product. (2) Given the reactants [Cl:1][C:2]1[CH:7]=[C:6]([N+:8]([O-:10])=[O:9])[C:5]([O:11][CH3:12])=[CH:4][C:3]=1[CH2:13][CH2:14][NH:15][CH2:16][C:17]1[CH:22]=[CH:21][C:20]([F:23])=[CH:19][CH:18]=1.C(N(CC)CC)C.[CH3:31][C:32]([O:35][C:36](O[C:36]([O:35][C:32]([CH3:34])([CH3:33])[CH3:31])=[O:37])=[O:37])([CH3:34])[CH3:33], predict the reaction product. The product is: [Cl:1][C:2]1[CH:7]=[C:6]([N+:8]([O-:10])=[O:9])[C:5]([O:11][CH3:12])=[CH:4][C:3]=1[CH2:13][CH2:14][N:15]([CH2:16][C:17]1[CH:18]=[CH:19][C:20]([F:23])=[CH:21][CH:22]=1)[C:36](=[O:37])[O:35][C:32]([CH3:34])([CH3:33])[CH3:31]. (3) Given the reactants C([O:5][C:6](=[O:69])[CH2:7][N:8]1[CH:12]=[CH:11][N:10]=[C:9]1[CH2:13][N:14]([CH2:23][CH2:24][CH2:25][CH2:26][CH2:27][CH2:28][CH2:29][CH2:30][CH2:31][CH2:32][C:33](=[O:68])[NH:34][CH2:35][CH2:36][CH2:37][CH2:38][C@@H:39]([C:61]([O:63]C(C)(C)C)=[O:62])[NH:40][C:41](=[O:60])[NH:42][C@H:43]([C:53]([O:55]C(C)(C)C)=[O:54])[CH2:44][CH2:45][C:46]([O:48]C(C)(C)C)=[O:47])[CH2:15][C:16]([O:18]C(C)(C)C)=[O:17])(C)(C)C.C(Cl)Cl, predict the reaction product. The product is: [C:6]([CH2:7][N:8]1[CH:12]=[CH:11][N:10]=[C:9]1[CH2:13][N:14]([CH2:23][CH2:24][CH2:25][CH2:26][CH2:27][CH2:28][CH2:29][CH2:30][CH2:31][CH2:32][C:33](=[O:68])[NH:34][CH2:35][CH2:36][CH2:37][CH2:38][CH:39]([C:61]([OH:63])=[O:62])[NH:40][C:41](=[O:60])[NH:42][CH:43]([C:53]([OH:55])=[O:54])[CH2:44][CH2:45][C:46]([OH:48])=[O:47])[CH2:15][C:16]([OH:18])=[O:17])([OH:69])=[O:5]. (4) Given the reactants [H-].[Na+].[C:3]([CH2:5][C:6]([NH2:8])=[O:7])#[N:4].[C:9]([O:13][C:14](=[O:39])[NH:15][C:16]1([C:20]2[CH:25]=[CH:24][C:23]([C:26](=O)/[C:27](/[C:32]3[CH:37]=[CH:36][CH:35]=[CH:34][CH:33]=3)=[CH:28]/N(C)C)=[CH:22][CH:21]=2)[CH2:19][CH2:18][CH2:17]1)([CH3:12])([CH3:11])[CH3:10].CC(OCC1C2C(=CC=CC=2)C(COC(C)=O)=C2C=1C=CC=C2)=O, predict the reaction product. The product is: [C:9]([O:13][C:14](=[O:39])[NH:15][C:16]1([C:20]2[CH:21]=[CH:22][C:23]([C:26]3[C:27]([C:32]4[CH:37]=[CH:36][CH:35]=[CH:34][CH:33]=4)=[CH:28][C:5]([C:3]#[N:4])=[C:6]([OH:7])[N:8]=3)=[CH:24][CH:25]=2)[CH2:17][CH2:18][CH2:19]1)([CH3:12])([CH3:10])[CH3:11]. (5) Given the reactants [CH3:1][N:2]([CH3:18])[S:3]([N:6]1[CH:10]=[CH:9][N:8]=[C:7]1[Si:11]([C:14]([CH3:17])([CH3:16])[CH3:15])([CH3:13])[CH3:12])(=[O:5])=[O:4].[O:19]1CCC[CH2:20]1.C([Li])(CC)C.CCCCCC, predict the reaction product. The product is: [CH3:1][N:2]([CH3:18])[S:3]([N:6]1[C:10]([CH:20]=[O:19])=[CH:9][N:8]=[C:7]1[Si:11]([C:14]([CH3:15])([CH3:17])[CH3:16])([CH3:13])[CH3:12])(=[O:4])=[O:5]. (6) Given the reactants [O:1]1[C:5]2([CH2:10][CH2:9][C:8]([C:11]3[C:19]4[C:14](=[CH:15][CH:16]=[CH:17][CH:18]=4)[NH:13][CH:12]=3)=[CH:7][CH2:6]2)[O:4][CH2:3][CH2:2]1, predict the reaction product. The product is: [O:4]1[C:5]2([CH2:6][CH2:7][CH:8]([C:11]3[C:19]4[C:14](=[CH:15][CH:16]=[CH:17][CH:18]=4)[NH:13][CH:12]=3)[CH2:9][CH2:10]2)[O:1][CH2:2][CH2:3]1. (7) Given the reactants B.O1CCCC1.[C:7]([N:14]1[CH2:22][CH2:21][CH2:20][C@@H:16]([C:17](O)=[O:18])[CH2:15]1)([O:9][C:10]([CH3:13])([CH3:12])[CH3:11])=[O:8].[OH-].[Na+], predict the reaction product. The product is: [OH:18][CH2:17][C@@H:16]1[CH2:20][CH2:21][CH2:22][N:14]([C:7]([O:9][C:10]([CH3:13])([CH3:12])[CH3:11])=[O:8])[CH2:15]1. (8) Given the reactants C([O:3][C:4]([C:6]1[N:7]=[C:8]([CH2:11][O:12][C:13]2[CH:18]=[CH:17][C:16]([C:19]3[CH:24]=[C:23]([F:25])[C:22]([F:26])=[CH:21][C:20]=3[O:27][CH3:28])=[CH:15][CH:14]=2)[S:9][CH:10]=1)=O)C.[BH4-].[Li+].O, predict the reaction product. The product is: [F:26][C:22]1[C:23]([F:25])=[CH:24][C:19]([C:16]2[CH:15]=[CH:14][C:13]([O:12][CH2:11][C:8]3[S:9][CH:10]=[C:6]([CH2:4][OH:3])[N:7]=3)=[CH:18][CH:17]=2)=[C:20]([O:27][CH3:28])[CH:21]=1.